Dataset: Full USPTO retrosynthesis dataset with 1.9M reactions from patents (1976-2016). Task: Predict the reactants needed to synthesize the given product. (1) Given the product [CH2:18]([O:11][C:4]1[CH:5]=[CH:6][C:7]([N+:8]([O-:10])=[O:9])=[C:2]([F:1])[CH:3]=1)[C:19]1[CH:24]=[CH:23][CH:22]=[CH:21][CH:20]=1, predict the reactants needed to synthesize it. The reactants are: [F:1][C:2]1[CH:3]=[C:4]([OH:11])[CH:5]=[CH:6][C:7]=1[N+:8]([O-:10])=[O:9].C(=O)([O-])[O-].[K+].[K+].[CH2:18](Br)[C:19]1[CH:24]=[CH:23][CH:22]=[CH:21][CH:20]=1.C(OCC)C. (2) Given the product [Br:26][C:22]1[CH:23]=[CH:24][C:25]2[C:17]3[N:16]=[C:11]([CH:8]4[CH2:7][CH2:6][NH:5][CH2:10][CH2:9]4)[N:29]=[C:27]([OH:28])[C:18]=3[NH:19][C:20]=2[CH:21]=1, predict the reactants needed to synthesize it. The reactants are: FC(F)(F)C([N:5]1[CH2:10][CH2:9][CH:8]([C:11](Cl)=O)[CH2:7][CH2:6]1)=O.[NH2:16][C:17]1[C:25]2[C:20](=[CH:21][C:22]([Br:26])=[CH:23][CH:24]=2)[NH:19][C:18]=1[C:27]([NH2:29])=[O:28].O.